From a dataset of Catalyst prediction with 721,799 reactions and 888 catalyst types from USPTO. Predict which catalyst facilitates the given reaction. (1) Reactant: [N:1]1([CH2:6][C:7]2[N:12]=[C:11]([NH:13]C(=O)OC(C)(C)C)[CH:10]=[CH:9][CH:8]=2)[CH2:5][CH2:4][CH2:3][CH2:2]1.C(O)(C(F)(F)F)=[O:22]. Product: [O:22]1[CH2:4][CH2:5][N:1]([CH2:6][C:7]2[N:12]=[C:11]([NH2:13])[CH:10]=[CH:9][CH:8]=2)[CH2:2][CH2:3]1. The catalyst class is: 4. (2) Reactant: [C:1]([OH:10])(=O)[C:2]1[C:3](=[CH:5][CH:6]=[CH:7][CH:8]=1)[OH:4]. Product: [C:3]([O:10][CH2:1][C:2]1[C:3](=[CH:5][CH:6]=[CH:7][CH:8]=1)[OH:4])(=[O:4])[CH:2]=[CH2:1]. The catalyst class is: 291. (3) Reactant: [NH2:1][C:2]1[S:6][C:5](SC)=[N:4][C:3]=1[C:9]1[CH:14]=[CH:13][CH:12]=[CH:11][CH:10]=1.Cl[C:16]1C=CC=C(C(OO)=O)C=1.[S:26]([O-:30])([O-])(=[O:28])=S.[Na+].[Na+].C(=O)(O)[O-].[Na+]. Product: [NH2:1][C:2]1[S:6][C:5]([S:26]([CH3:16])(=[O:30])=[O:28])=[N:4][C:3]=1[C:9]1[CH:10]=[CH:11][CH:12]=[CH:13][CH:14]=1. The catalyst class is: 4. (4) Reactant: [CH3:1][C:2]1([CH3:19])[C:6]([CH3:8])([CH3:7])[O:5][B:4]([C:9]2[CH:14]=[CH:13][C:12]([CH2:15][C:16]([OH:18])=[O:17])=[CH:11][CH:10]=2)[O:3]1.[CH3:20]O. Product: [CH3:20][O:17][C:16](=[O:18])[CH2:15][C:12]1[CH:13]=[CH:14][C:9]([B:4]2[O:3][C:2]([CH3:19])([CH3:1])[C:6]([CH3:7])([CH3:8])[O:5]2)=[CH:10][CH:11]=1. The catalyst class is: 33. (5) Reactant: CCN(C(C)C)C(C)C.Cl.[CH2:11]([C:18]([OH:20])=O)[CH2:12][C:13]1[N:17]=[CH:16][NH:15][CH:14]=1.CN(C(ON1N=NC2C=CC=CC1=2)=[N+](C)C)C.[B-](F)(F)(F)F.[NH2:43][C@H:44]([CH2:49][C:50]1[CH:55]=[CH:54][C:53]([O:56][CH3:57])=[CH:52][CH:51]=1)[C:45]([O:47][CH3:48])=[O:46].[OH-].[Na+]. Product: [NH:15]1[CH:14]=[C:13]([CH2:12][CH2:11][C:18]([NH:43][C@H:44]([CH2:49][C:50]2[CH:51]=[CH:52][C:53]([O:56][CH3:57])=[CH:54][CH:55]=2)[C:45]([O:47][CH3:48])=[O:46])=[O:20])[N:17]=[CH:16]1. The catalyst class is: 3.